From a dataset of Full USPTO retrosynthesis dataset with 1.9M reactions from patents (1976-2016). Predict the reactants needed to synthesize the given product. (1) The reactants are: [C:1]1(P([C:14]2[CH:19]=[CH:18][CH:17]=[CH:16][CH:15]=2)C2C=CC=CC=2)[CH:6]=CC=[CH:3][CH:2]=1.C(N(CC)CC)C.[C:27]([NH:31][CH2:32][C:33]1([OH:46])[CH2:38][CH2:37][N:36]([C:39]([O:41][C:42]([CH3:45])([CH3:44])[CH3:43])=[O:40])[CH2:35][CH2:34]1)([CH3:30])([CH3:29])[CH3:28].[C:56]([O:58]C/C=C\C[CH2:55][C:56]([O-:58])=[O:57])(=[O:57])[CH3:55].[O:59]1CCCC1. Given the product [CH:18]1[CH:19]=[C:14]2[C:39]([C:56]([OH:57])([OH:58])[C:55](=[O:59])[C:15]2=[CH:16][CH:17]=1)=[O:40].[C:27]([N:31]1[CH2:32][C:33]2([CH2:34][CH2:35][N:36]([C:39]([O:41][C:42]([CH3:45])([CH3:44])[CH3:43])=[O:40])[CH2:37][CH2:38]2)[O:46][CH:2]([CH:1]=[CH2:6])[CH2:3]1)([CH3:29])([CH3:30])[CH3:28], predict the reactants needed to synthesize it. (2) Given the product [F:1][C:2]([F:24])([C:17]1[CH:22]=[CH:21][C:20]([F:23])=[CH:19][N:18]=1)[C:3]1[N:12]=[C:11]([NH:54][C:51]2[CH:50]=[C:49]([CH3:48])[NH:53][N:52]=2)[C:10]2[C:5](=[C:6]([CH2:15][CH3:16])[CH:7]=[CH:8][CH:9]=2)[N:4]=1, predict the reactants needed to synthesize it. The reactants are: [F:1][C:2]([F:24])([C:17]1[CH:22]=[CH:21][C:20]([F:23])=[CH:19][N:18]=1)[C:3]1[N:12]=[C:11](SC)[C:10]2[C:5](=[C:6]([CH2:15][CH3:16])[CH:7]=[CH:8][CH:9]=2)[N:4]=1.ClC1C=CC=C(C(OO)=O)C=1.S([O-])([O-])(=O)=S.[Na+].[Na+].C(=O)(O)[O-].[Na+].[CH3:48][C:49]1[NH:53][N:52]=[C:51]([NH2:54])[CH:50]=1. (3) Given the product [Br:29][C:25]1[C:26]([F:28])=[CH:27][C:22]([CH2:21][N:3]2[C@@H:2]([CH3:1])[CH2:7][CH2:6][CH:5]([C:8]3[CH:9]=[CH:10][CH:11]=[CH:12][CH:13]=3)[S:4]2(=[O:15])=[O:14])=[C:23]([F:30])[CH:24]=1, predict the reactants needed to synthesize it. The reactants are: [CH3:1][C@H:2]1[CH2:7][CH2:6][CH:5]([C:8]2[CH:13]=[CH:12][CH:11]=[CH:10][CH:9]=2)[S:4](=[O:15])(=[O:14])[NH:3]1.CS(O[CH2:21][C:22]1[CH:27]=[C:26]([F:28])[C:25]([Br:29])=[CH:24][C:23]=1[F:30])(=O)=O.[H-].[Na+]. (4) Given the product [C:30]([O:29][C:27]([N:3]1[C:2]([CH3:1])=[C:6](/[CH:7]=[CH:8]/[C:9]([OH:11])=[O:10])[C:5]([N:12]2[C:16]3=[N:17][CH:18]=[CH:19][CH:20]=[C:15]3[CH:14]=[CH:13]2)=[N:4]1)=[O:28])([CH3:33])([CH3:32])[CH3:31], predict the reactants needed to synthesize it. The reactants are: [CH3:1][C:2]1[C:6](/[CH:7]=[CH:8]/[C:9]([OH:11])=[O:10])=[C:5]([N:12]2[C:16]3=[N:17][CH:18]=[CH:19][CH:20]=[C:15]3[CH:14]=[CH:13]2)[NH:4][N:3]=1.C(=O)([O-])[O-].[Na+].[Na+].[C:27](O[C:27]([O:29][C:30]([CH3:33])([CH3:32])[CH3:31])=[O:28])([O:29][C:30]([CH3:33])([CH3:32])[CH3:31])=[O:28].S([O-])(O)(=O)=O.[K+]. (5) The reactants are: Br[C:2]1[S:6][C:5]([C:7](Cl)=[O:8])=[CH:4][CH:3]=1.[NH2:10][C:11]1[CH:16]=[CH:15][CH:14]=[CH:13][CH:12]=1.[N:17]1[CH:22]=[CH:21][C:20](B(O)O)=[CH:19][CH:18]=1. Given the product [C:11]1([NH:10][C:7]([C:5]2[S:6][C:2]([C:20]3[CH:21]=[CH:22][N:17]=[CH:18][CH:19]=3)=[CH:3][CH:4]=2)=[O:8])[CH:16]=[CH:15][CH:14]=[CH:13][CH:12]=1, predict the reactants needed to synthesize it. (6) Given the product [C:1]([C:5]1[CH:10]=[CH:9][C:8]([NH:11][C:12]2[C:17]([F:18])=[CH:16][N:15]=[C:14]([NH:19][C:20]3[CH:21]=[CH:22][C:23]4[O:27][C:26]([C:28]([NH:35][CH3:34])=[O:30])=[CH:25][C:24]=4[CH:32]=3)[N:13]=2)=[CH:7][CH:6]=1)([CH3:2])([CH3:4])[CH3:3], predict the reactants needed to synthesize it. The reactants are: [C:1]([C:5]1[CH:10]=[CH:9][C:8]([NH:11][C:12]2[C:17]([F:18])=[CH:16][N:15]=[C:14]([NH:19][C:20]3[CH:21]=[CH:22][C:23]4[O:27][C:26]([C:28]([O:30]C)=O)=[CH:25][C:24]=4[CH:32]=3)[N:13]=2)=[CH:7][CH:6]=1)([CH3:4])([CH3:3])[CH3:2].Cl.[CH3:34][NH2:35].